Dataset: hERG potassium channel inhibition data for cardiac toxicity prediction from Karim et al.. Task: Regression/Classification. Given a drug SMILES string, predict its toxicity properties. Task type varies by dataset: regression for continuous values (e.g., LD50, hERG inhibition percentage) or binary classification for toxic/non-toxic outcomes (e.g., AMES mutagenicity, cardiotoxicity, hepatotoxicity). Dataset: herg_karim. (1) The molecule is Cc1ccc2c(-c3nnc(SCCCN4CCc5cc6nc(CC(F)(F)F)oc6cc5CC4)n3C)cccc2n1. The result is 1 (blocker). (2) The drug is Fc1ccccc1-c1nc(COc2ccc3c(c2)C(N2CCN(C4CCCC4)CC2)CC3)no1. The result is 1 (blocker).